Predict the product of the given reaction. From a dataset of Forward reaction prediction with 1.9M reactions from USPTO patents (1976-2016). (1) Given the reactants [Br:1][C:2]1[CH:7]=[CH:6][C:5]([F:8])=[CH:4][N+:3]=1[O-:9].S(=O)(=O)(O)O.[N+:15]([O-])([OH:17])=[O:16], predict the reaction product. The product is: [Br:1][C:2]1[CH:7]=[C:6]([N+:15]([O-:17])=[O:16])[C:5]([F:8])=[CH:4][N+:3]=1[O-:9]. (2) Given the reactants [Cl:1][C:2]1[CH:3]=[C:4]([NH:10][C:11](=[O:17])/[CH:12]=[CH:13]/[CH:14]([CH3:16])[CH3:15])[CH:5]=[CH:6][C:7]=1[C:8]#[N:9].C1CCN2C(=NCCC2)CC1.[N+:29]([CH3:32])([O-:31])=[O:30], predict the reaction product. The product is: [Cl:1][C:2]1[CH:3]=[C:4]([NH:10][C:11](=[O:17])[CH2:12][CH:13]([CH2:32][N+:29]([O-:31])=[O:30])[CH:14]([CH3:15])[CH3:16])[CH:5]=[CH:6][C:7]=1[C:8]#[N:9]. (3) Given the reactants [NH2:1][C:2]1[CH:3]=[C:4]([NH:16][C:17](=[O:19])[CH3:18])[CH:5]=[CH:6][C:7]=1[NH:8][CH2:9][CH:10]1[CH2:15][CH2:14][O:13][CH2:12][CH2:11]1.CCN(C(C)C)C(C)C.[CH3:29][C:30]([CH3:35])([CH3:34])[C:31](Cl)=[O:32], predict the reaction product. The product is: [C:17]([NH:16][C:4]1[CH:5]=[CH:6][C:7]([NH:8][CH2:9][CH:10]2[CH2:11][CH2:12][O:13][CH2:14][CH2:15]2)=[C:2]([NH:1][C:31](=[O:32])[C:30]([CH3:35])([CH3:34])[CH3:29])[CH:3]=1)(=[O:19])[CH3:18]. (4) Given the reactants [CH2:1]([N:8]1[CH2:13][CH2:12][N:11]([C:14]([C:16]2[CH:21]=[CH:20][C:19]([O:22][C:23]3[CH:28]=[CH:27][C:26]([NH:29][CH2:30][C:31]4[CH:36]=[CH:35][C:34]([C:37]([F:40])([F:39])[F:38])=[CH:33][CH:32]=4)=[CH:25][N:24]=3)=[CH:18][CH:17]=2)=[O:15])[CH2:10][CH2:9]1)[C:2]1[CH:7]=[CH:6][CH:5]=[CH:4][CH:3]=1.C=O.[C:43]([BH3-])#N.[Na+].C(O)(=O)C, predict the reaction product. The product is: [CH2:1]([N:8]1[CH2:13][CH2:12][N:11]([C:14]([C:16]2[CH:17]=[CH:18][C:19]([O:22][C:23]3[CH:28]=[CH:27][C:26]([N:29]([CH3:43])[CH2:30][C:31]4[CH:32]=[CH:33][C:34]([C:37]([F:39])([F:40])[F:38])=[CH:35][CH:36]=4)=[CH:25][N:24]=3)=[CH:20][CH:21]=2)=[O:15])[CH2:10][CH2:9]1)[C:2]1[CH:7]=[CH:6][CH:5]=[CH:4][CH:3]=1. (5) Given the reactants NC1C(C(O)=O)=CC(Cl)=NC=1.C(OC(=O)C)(=O)C.[Cl:19][C:20]1[N:38]=[CH:37][C:23]2[N:24]=[C:25]([CH3:36])[N:26]([C:29]3[CH:34]=[CH:33][C:32]([OH:35])=[CH:31][CH:30]=3)[C:27](=[O:28])[C:22]=2[CH:21]=1.Br.Br[CH2:41][CH2:42][CH2:43][N:44]1[CH2:49][CH2:48][CH2:47][CH2:46][CH2:45]1.C(=O)([O-])[O-].[K+].[K+], predict the reaction product. The product is: [Cl:19][C:20]1[N:38]=[CH:37][C:23]2[N:24]=[C:25]([CH3:36])[N:26]([C:29]3[CH:30]=[CH:31][C:32]([O:35][CH2:41][CH2:42][CH2:43][N:44]4[CH2:49][CH2:48][CH2:47][CH2:46][CH2:45]4)=[CH:33][CH:34]=3)[C:27](=[O:28])[C:22]=2[CH:21]=1. (6) Given the reactants [B:1]([O-:4])([O-:3])[OH:2].[B:1]([O-:4])([O-:3])[OH:2].B([O-])([O-])[OH:33].B([O-])([O-])O.B([O-])([O-])O.B([O-])([O-])O.B([O-])([O-])O.B([O-])([O-])O.[OH2:33].O.O.O.[Na+:37].[Na+:37], predict the reaction product. The product is: [OH2:2].[OH2:33].[OH2:2].[OH2:2].[B:1]([OH:4])([O-:3])[O-:2].[B:1]([OH:4])([OH:3])[OH:2].[B:1]([OH:4])([OH:3])[OH:2].[B:1]([OH:4])([OH:3])[OH:2].[B:1]([OH:4])([OH:3])[OH:2].[B:1]([OH:4])([OH:3])[OH:2].[B:1]([OH:4])([OH:3])[OH:2].[B:1]([OH:4])([OH:3])[OH:2].[Na+:37].[Na+:37].